The task is: Predict the reaction yield, written as a fraction of the theoretical maximum amount of product (1.0 means a 100% yield; for example, 0.34 means a 34% yield).. This data is from Reaction yield outcomes from USPTO patents with 853,638 reactions. (1) The reactants are C([O:3][C:4](=[O:21])[CH2:5][CH2:6][CH2:7][CH2:8][CH2:9][CH2:10][CH2:11][CH:12]=[CH:13][C:14]1[CH:19]=[CH:18][CH:17]=[CH:16][C:15]=1[F:20])C.[OH-].[Li+]. The catalyst is O1CCCC1. The product is [F:20][C:15]1[CH:16]=[CH:17][CH:18]=[CH:19][C:14]=1[CH:13]=[CH:12][CH2:11][CH2:10][CH2:9][CH2:8][CH2:7][CH2:6][CH2:5][C:4]([OH:21])=[O:3]. The yield is 0.660. (2) The reactants are [Br:1]Br.[N:3]1[C:12]2[C:7](=[CH:8][CH:9]=[CH:10][CH:11]=2)[C:6]([C:13](=[O:15])[CH3:14])=[CH:5][CH:4]=1. The catalyst is Br.CC(O)=O.CCOCC. The product is [BrH:1].[Br:1][CH2:14][C:13]([C:6]1[C:7]2[C:12](=[CH:11][CH:10]=[CH:9][CH:8]=2)[N:3]=[CH:4][CH:5]=1)=[O:15]. The yield is 0.950. (3) The reactants are [N:1]1[CH:6]=[CH:5][CH:4]=[CH:3][C:2]=1[C:7]([O-:9])=[O:8].[Li+].[OH-].Cl. The catalyst is C1COCC1. The yield is 0.980. The product is [N:1]1[CH:6]=[CH:5][CH:4]=[CH:3][C:2]=1[C:7]([OH:9])=[O:8]. (4) The reactants are [Cl:1][C:2]1[CH:7]=[CH:6][C:5](/[CH:8]=[CH:9]/[CH2:10][CH2:11][CH2:12][C:13]#[C:14][CH:15]=[O:16])=[CH:4][CH:3]=1. The catalyst is ClCCCl. The product is [Cl:1][C:2]1[CH:3]=[C:4]2[C:5](=[CH:6][CH:7]=1)[CH:8]=[C:9]1[CH2:10][CH2:11][CH2:12][C:13]1=[C:14]2[CH:15]=[O:16]. The yield is 0.830. (5) The reactants are [N+:1]([C:4]1[CH:12]=[CH:11][CH:10]=[C:9]2[C:5]=1[C:6](=[O:37])[N:7]([C:14]1([CH2:22][CH2:23][CH2:24][CH2:25][NH:26][C:27](=[O:36])[O:28][CH2:29][C:30]3[CH:35]=[CH:34][CH:33]=[CH:32][CH:31]=3)[CH2:19][CH2:18][C:17](=[O:20])[NH:16][C:15]1=[O:21])[C:8]2=[O:13])([O-])=O.[H][H]. The catalyst is C(O)C.[Ni]. The product is [NH2:1][C:4]1[CH:12]=[CH:11][CH:10]=[C:9]2[C:5]=1[C:6](=[O:37])[N:7]([C:14]1([CH2:22][CH2:23][CH2:24][CH2:25][NH:26][C:27](=[O:36])[O:28][CH2:29][C:30]3[CH:35]=[CH:34][CH:33]=[CH:32][CH:31]=3)[CH2:19][CH2:18][C:17](=[O:20])[NH:16][C:15]1=[O:21])[C:8]2=[O:13]. The yield is 0.490. (6) The reactants are [CH3:1][C:2]1[CH:11]=[CH:10][C:5]([C:6]([O:8][CH3:9])=[O:7])=[C:4]([N+:12]([O-:14])=[O:13])[CH:3]=1.[Br:15]N1C(=O)CCC1=O.C(OOC(=O)C1C=CC=CC=1)(=O)C1C=CC=CC=1. The catalyst is C(Cl)(Cl)(Cl)Cl. The product is [Br:15][CH2:1][C:2]1[CH:11]=[CH:10][C:5]([C:6]([O:8][CH3:9])=[O:7])=[C:4]([N+:12]([O-:14])=[O:13])[CH:3]=1. The yield is 0.390. (7) The reactants are [F:1][C:2]1[CH:7]=[CH:6][C:5]([C:8]2[N:9]=[C:10]3[N:14]([C:15]=2[C:16]2[CH:17]=[CH:18][C:19]4[N:20]([C:22](C(OCC)=O)=[N:23][N:24]=4)[CH:21]=2)[CH:13]=[CH:12][O:11]3)=[CH:4][CH:3]=1.FC1C=CC(C2N=C3N(C=2)[CH:42]=[CH:41][O:40]3)=CC=1.[CH2:45]1C(=O)N(I)C(=O)C1.FC1C=CC(B(O)O)=CN=1.NN.O=CC(OCC)=O.C[Mg]Br.[Cl-].[NH4+]. The catalyst is C1COCC1.C(Cl)Cl. The product is [F:1][C:2]1[CH:7]=[CH:6][C:5]([C:8]2[N:9]=[C:10]3[N:14]([C:15]=2[C:16]2[CH:17]=[CH:18][C:19]4[N:20]([C:22]([C:41]([OH:40])([CH3:42])[CH3:45])=[N:23][N:24]=4)[CH:21]=2)[CH:13]=[CH:12][O:11]3)=[CH:4][CH:3]=1. The yield is 0.0410.